This data is from NCI-60 drug combinations with 297,098 pairs across 59 cell lines. The task is: Regression. Given two drug SMILES strings and cell line genomic features, predict the synergy score measuring deviation from expected non-interaction effect. (1) Drug 1: CN1CCC(CC1)COC2=C(C=C3C(=C2)N=CN=C3NC4=C(C=C(C=C4)Br)F)OC. Drug 2: CCC1(CC2CC(C3=C(CCN(C2)C1)C4=CC=CC=C4N3)(C5=C(C=C6C(=C5)C78CCN9C7C(C=CC9)(C(C(C8N6C)(C(=O)OC)O)OC(=O)C)CC)OC)C(=O)OC)O.OS(=O)(=O)O. Cell line: T-47D. Synergy scores: CSS=34.2, Synergy_ZIP=-0.821, Synergy_Bliss=3.38, Synergy_Loewe=-11.9, Synergy_HSA=3.62. (2) Drug 1: CCC1=CC2CC(C3=C(CN(C2)C1)C4=CC=CC=C4N3)(C5=C(C=C6C(=C5)C78CCN9C7C(C=CC9)(C(C(C8N6C)(C(=O)OC)O)OC(=O)C)CC)OC)C(=O)OC.C(C(C(=O)O)O)(C(=O)O)O. Drug 2: B(C(CC(C)C)NC(=O)C(CC1=CC=CC=C1)NC(=O)C2=NC=CN=C2)(O)O. Cell line: HT29. Synergy scores: CSS=54.0, Synergy_ZIP=4.95, Synergy_Bliss=2.75, Synergy_Loewe=2.48, Synergy_HSA=1.91.